This data is from Forward reaction prediction with 1.9M reactions from USPTO patents (1976-2016). The task is: Predict the product of the given reaction. (1) Given the reactants [CH3:1][O:2][C:3]1[CH:8]=[CH:7][C:6]([NH2:9])=[CH:5][CH:4]=1.Cl[C:11]1[C:20]2[C:15](=[CH:16][CH:17]=[CH:18][CH:19]=2)[N:14]=[CH:13][CH:12]=1.CCN(C(C)C)C(C)C, predict the reaction product. The product is: [CH3:1][O:2][C:3]1[CH:8]=[CH:7][C:6]([NH:9][C:11]2[C:20]3[C:15](=[CH:16][CH:17]=[CH:18][CH:19]=3)[N:14]=[CH:13][CH:12]=2)=[CH:5][CH:4]=1. (2) Given the reactants [CH3:1][Mg]I.C[C@@H]1C[C@H]([O:11][S:12]([C:14]2[CH:19]=[CH:18][C:17]([CH3:20])=[CH:16][CH:15]=2)=O)[C@@H](C(C)C)CC1.[NH4+].[Cl-], predict the reaction product. The product is: [CH3:1][S@:12]([C:14]1[CH:19]=[CH:18][C:17]([CH3:20])=[CH:16][CH:15]=1)=[O:11]. (3) Given the reactants CC[N:3](CC)CC.[Br:8][C:9]1[CH:10]=[C:11]([S:15](Cl)(=[O:17])=[O:16])[CH:12]=[N:13][CH:14]=1.C(O)(=O)[CH2:20][C:21]([CH2:26]C(O)=O)([C:23](O)=[O:24])O, predict the reaction product. The product is: [OH:24][CH2:23][C:21]([NH:3][S:15]([C:11]1[CH:12]=[N:13][CH:14]=[C:9]([Br:8])[CH:10]=1)(=[O:17])=[O:16])([CH3:26])[CH3:20]. (4) The product is: [O:1]1[CH2:2][CH2:3][CH:4]([CH:7]2[CH2:19][C:18]3[C:17]4[C:12](=[CH:13][CH:14]=[C:15]([C:20]([O:22][CH3:23])=[O:21])[CH:16]=4)[NH:11][C:10]=3[CH2:9][CH2:8]2)[CH2:5][CH2:6]1. Given the reactants [O:1]1[CH2:6][CH2:5][CH:4]([CH:7]2[CH2:19][C:18]3[C:17]4[C:12](=[CH:13][CH:14]=[C:15]([C:20]([OH:22])=[O:21])[CH:16]=4)[NH:11][C:10]=3[CH2:9][CH2:8]2)[CH2:3][CH2:2]1.[CH3:23][Si](C=[N+]=[N-])(C)C, predict the reaction product.